This data is from Retrosynthesis with 50K atom-mapped reactions and 10 reaction types from USPTO. The task is: Predict the reactants needed to synthesize the given product. (1) Given the product CCC(=O)Nc1cccc(C2CCN(CCCCC(=O)c3ccccc3F)CC2)c1, predict the reactants needed to synthesize it. The reactants are: CCC(=O)Nc1cccc(C2CCNCC2)c1.O=C(CCCCCl)c1ccccc1F. (2) Given the product O=C(O)C(F)(F)F, predict the reactants needed to synthesize it. The reactants are: COC(=O)[C@H](CNC(=O)OC(C)(C)C)NC(=O)c1sc(C(=O)NCc2cccc(O)c2)cc1Cl. (3) Given the product CCS(=O)(=O)N[C@H](C(=O)NCCc1ccc(O)c(OC)c1)C(C)C, predict the reactants needed to synthesize it. The reactants are: CCS(=O)(=O)N[C@H](C(=O)O)C(C)C.COc1cc(CCN)ccc1O. (4) The reactants are: COc1ccc(C(=O)c2ccc(Cl)nc2)c(OC(C)(C)C(=O)OC(C)(C)C)c1.OCCc1ccccc1. Given the product COc1ccc(C(=O)c2ccc(OCCc3ccccc3)nc2)c(OC(C)(C)C(=O)OC(C)(C)C)c1, predict the reactants needed to synthesize it.